Dataset: Catalyst prediction with 721,799 reactions and 888 catalyst types from USPTO. Task: Predict which catalyst facilitates the given reaction. (1) Reactant: [OH-].[K+].[NH:3]1[C:7]2=[N:8][CH:9]=[CH:10][CH:11]=[C:6]2[CH:5]=[CH:4]1.O=[C:13]1[CH2:18][CH2:17][N:16]([C:19]([O:21][C:22]([CH3:25])([CH3:24])[CH3:23])=[O:20])[CH2:15][CH2:14]1. Product: [NH:3]1[C:7]2=[N:8][CH:9]=[CH:10][CH:11]=[C:6]2[C:5]([C:13]2[CH2:18][CH2:17][N:16]([C:19]([O:21][C:22]([CH3:25])([CH3:24])[CH3:23])=[O:20])[CH2:15][CH:14]=2)=[CH:4]1. The catalyst class is: 5. (2) Reactant: Cl.Cl.[NH2:3][CH2:4][C:5]1[CH:10]=[CH:9][CH:8]=[CH:7][C:6]=1[CH2:11][C:12]([N:14]([CH3:28])[C@@H:15]([C:22]1[CH:27]=[CH:26][CH:25]=[CH:24][CH:23]=1)[CH2:16][N:17]1[CH2:21][CH2:20][CH2:19][CH2:18]1)=[O:13].C(N(CC)CC)C.[C:36](Cl)(=[O:38])[CH3:37]. Product: [C:36]([NH:3][CH2:4][C:5]1[CH:10]=[CH:9][CH:8]=[CH:7][C:6]=1[CH2:11][C:12]([N:14]([CH3:28])[C@@H:15]([C:22]1[CH:27]=[CH:26][CH:25]=[CH:24][CH:23]=1)[CH2:16][N:17]1[CH2:21][CH2:20][CH2:19][CH2:18]1)=[O:13])(=[O:38])[CH3:37]. The catalyst class is: 4. (3) Reactant: [NH2:1][C:2]1[C:10](C)=[CH:9][CH:8]=[CH:7][C:3]=1[C:4]([OH:6])=O.[CH3:12][S:13]([NH2:16])(=[O:15])=[O:14].[CH2:17](N=C=NCCCN(C)C)C. Product: [NH2:1][C:2]1([CH3:17])[CH:10]=[CH:9][CH:8]=[CH:7][CH:3]1[C:4]([NH:16][S:13]([CH3:12])(=[O:15])=[O:14])=[O:6]. The catalyst class is: 112.